This data is from Catalyst prediction with 721,799 reactions and 888 catalyst types from USPTO. The task is: Predict which catalyst facilitates the given reaction. (1) Reactant: [Br:1]N1C(=O)CCC1=O.[CH2:9]([NH:11][C:12](=[O:31])[C:13]1[CH:18]=[C:17]([C:19]2[CH:27]=[C:26]3[C:22]([C:23](I)=[N:24][NH:25]3)=[CH:21][CH:20]=2)[C:16]([CH3:29])=[C:15]([F:30])[CH:14]=1)[CH3:10]. Product: [Br:1][C:23]1[C:22]2[C:26](=[CH:27][C:19]([C:17]3[CH:18]=[C:13]([CH:14]=[C:15]([F:30])[C:16]=3[CH3:29])[C:12]([NH:11][CH2:9][CH3:10])=[O:31])=[CH:20][CH:21]=2)[NH:25][N:24]=1. The catalyst class is: 1. (2) Reactant: [CH3:1][C:2]1([CH3:12])[C:6]([CH3:8])([CH3:7])[O:5][B:4](/[CH:9]=[CH:10]/[CH3:11])[O:3]1.[CH2:13]([Zn]CC)C.ICI.Cl.C([O-])(O)=O.[Na+]. Product: [CH3:8][C:6]1([CH3:7])[C:2]([CH3:12])([CH3:1])[O:3][B:4]([C@@H:9]2[CH2:11][C@H:10]2[CH3:13])[O:5]1. The catalyst class is: 11.